From a dataset of Full USPTO retrosynthesis dataset with 1.9M reactions from patents (1976-2016). Predict the reactants needed to synthesize the given product. (1) Given the product [ClH:30].[ClH:30].[N:52]1([CH:58]2[CH2:63][CH2:62][N:61]([C:38](=[O:39])[CH2:37][C@H:21]3[O:20][C@H:19]([C:15]4[CH:16]=[CH:17][CH:18]=[C:13]([O:12][CH2:11][CH2:10][CH2:9][NH:8][CH2:43][CH2:44][CH2:45][C:46]5[CH:47]=[CH:48][CH:49]=[CH:50][CH:51]=5)[C:14]=4[O:41][CH3:42])[C:25]4[CH:26]=[C:27]([Cl:30])[CH:28]=[CH:29][C:24]=4[N:23]([CH2:31][C:32]([CH3:33])([CH3:34])[CH3:35])[C:22]3=[O:36])[CH2:60][CH2:59]2)[CH2:57][CH2:56][CH2:55][CH2:54][CH2:53]1, predict the reactants needed to synthesize it. The reactants are: C(OC([N:8]([CH2:43][CH2:44][CH2:45][C:46]1[CH:51]=[CH:50][CH:49]=[CH:48][CH:47]=1)[CH2:9][CH2:10][CH2:11][O:12][C:13]1[C:14]([O:41][CH3:42])=[C:15]([C@@H:19]2[C:25]3[CH:26]=[C:27]([Cl:30])[CH:28]=[CH:29][C:24]=3[N:23]([CH2:31][C:32]([CH3:35])([CH3:34])[CH3:33])[C:22](=[O:36])[C@@H:21]([CH2:37][C:38](O)=[O:39])[O:20]2)[CH:16]=[CH:17][CH:18]=1)=O)(C)(C)C.[N:52]1([CH:58]2[CH2:63][CH2:62][NH:61][CH2:60][CH2:59]2)[CH2:57][CH2:56][CH2:55][CH2:54][CH2:53]1. (2) Given the product [C:1]([O:5][C:6]([N:8]1[CH2:13][CH2:12][CH:11]([N:19]=[N+:20]=[N-:21])[CH2:10][CH2:9]1)=[O:7])([CH3:4])([CH3:3])[CH3:2], predict the reactants needed to synthesize it. The reactants are: [C:1]([O:5][C:6]([N:8]1[CH2:13][CH2:12][CH:11](CS([O-])(=O)=O)[CH2:10][CH2:9]1)=[O:7])([CH3:4])([CH3:3])[CH3:2].[N-:19]=[N+:20]=[N-:21].[Na+]. (3) Given the product [NH2:31][CH:32]([C:34]1[C:43]2[C:38](=[CH:39][CH:40]=[CH:41][CH:42]=2)[C:37]([C:44]([OH:46])=[O:45])=[CH:36][CH:35]=1)[CH3:33].[NH2:15][C:16]1[CH:21]=[CH:20][N:19]=[CH:18][CH:17]=1, predict the reactants needed to synthesize it. The reactants are: Cl.Cl.N1CCCCC1C1C=CC(C([NH:15][C:16]2[CH:21]=[CH:20][N:19]=[CH:18][CH:17]=2)=O)=CC=1.C(OC([NH:31][CH:32]([C:34]1[C:43]2[C:38](=[CH:39][CH:40]=[CH:41][CH:42]=2)[C:37]([C:44]([OH:46])=[O:45])=[CH:36][CH:35]=1)[CH3:33])=O)(C)(C)C.